The task is: Predict the product of the given reaction.. This data is from Forward reaction prediction with 1.9M reactions from USPTO patents (1976-2016). The product is: [ClH:40].[ClH:40].[ClH:40].[O:1]1[C:10]2[CH:9]=[C:8]([CH2:11][NH:12][CH:20]3[CH2:25][CH2:24][N:23]([CH2:26][CH2:27][N:28]4[C:37]5[C:32](=[N:33][CH:34]=[C:35]([F:38])[CH:36]=5)[CH:31]=[CH:30][C:29]4=[O:39])[CH2:22][CH2:21]3)[N:7]=[CH:6][C:5]=2[O:4][CH2:3][CH2:2]1. Given the reactants [O:1]1[C:10]2[CH:9]=[C:8]([CH2:11][N:12]([CH:20]3[CH2:25][CH2:24][N:23]([CH2:26][CH2:27][N:28]4[C:37]5[C:32](=[N:33][CH:34]=[C:35]([F:38])[CH:36]=5)[CH:31]=[CH:30][C:29]4=[O:39])[CH2:22][CH2:21]3)C(=O)OC(C)(C)C)[N:7]=[CH:6][C:5]=2[O:4][CH2:3][CH2:2]1.[ClH:40], predict the reaction product.